This data is from Reaction yield outcomes from USPTO patents with 853,638 reactions. The task is: Predict the reaction yield, written as a fraction of the theoretical maximum amount of product (1.0 means a 100% yield; for example, 0.34 means a 34% yield). (1) The product is [NH2:23][C:22]1[N:21]([CH3:20])[C:25](=[O:28])[C:8]([C:4]2[CH:5]=[CH:6][CH:7]=[C:2]([Br:1])[CH:3]=2)([C:9]2[CH:11]=[CH:12][N:33]=[C:31]([Cl:19])[CH:32]=2)[N:24]=1. The reactants are [Br:1][C:2]1[CH:3]=[C:4]([C:8](=O)[C:9]([C:11]2C=CN=C(Cl)[CH:12]=2)=O)[CH:5]=[CH:6][CH:7]=1.[ClH:19].[CH3:20][NH:21][C:22]([NH2:24])=[NH:23].[C:25](=[O:28])([O-])[O-].[Na+].[Na+].[C:31](#[N:33])[CH3:32]. The yield is 0.350. The catalyst is C(O)C.O. (2) The reactants are [O:1]=[C:2]1[CH2:7][O:6][C:5]2[N:8]=[C:9]([C:18]3[CH:23]=[CH:22][C:21]([C:24]4([NH:28][C:29](=[O:35])[O:30][C:31]([CH3:34])([CH3:33])[CH3:32])[CH2:27][CH2:26][CH2:25]4)=[CH:20][CH:19]=3)[C:10]([C:12]3[CH:17]=[CH:16][CH:15]=[CH:14][CH:13]=3)=[CH:11][C:4]=2[NH:3]1.[N:36]1[CH:41]=[CH:40][CH:39]=[C:38](B(O)O)[CH:37]=1.N1C=CC=CC=1. The catalyst is ClCCl.C([O-])(=O)C.[Cu+2].C([O-])(=O)C. The product is [O:1]=[C:2]1[CH2:7][O:6][C:5]2[N:8]=[C:9]([C:18]3[CH:23]=[CH:22][C:21]([C:24]4([NH:28][C:29](=[O:35])[O:30][C:31]([CH3:32])([CH3:34])[CH3:33])[CH2:25][CH2:26][CH2:27]4)=[CH:20][CH:19]=3)[C:10]([C:12]3[CH:13]=[CH:14][CH:15]=[CH:16][CH:17]=3)=[CH:11][C:4]=2[N:3]1[C:38]1[CH:37]=[N:36][CH:41]=[CH:40][CH:39]=1. The yield is 0.280. (3) The reactants are Br[CH2:2][CH2:3][Cl:4].[Cl:5][C:6]1[CH:11]=[CH:10][C:9]([O:12][CH3:13])=[CH:8][C:7]=1[OH:14].C([O-])([O-])=O.[K+].[K+].O. The catalyst is CN(C=O)C. The product is [Cl:5][C:6]1[CH:11]=[CH:10][C:9]([O:12][CH3:13])=[CH:8][C:7]=1[O:14][CH2:2][CH2:3][Cl:4]. The yield is 0.470.